This data is from Peptide-MHC class I binding affinity with 185,985 pairs from IEDB/IMGT. The task is: Regression. Given a peptide amino acid sequence and an MHC pseudo amino acid sequence, predict their binding affinity value. This is MHC class I binding data. (1) The peptide sequence is LLAAGVADPV. The MHC is HLA-A02:01 with pseudo-sequence HLA-A02:01. The binding affinity (normalized) is 0.503. (2) The peptide sequence is KPVPEIKIL. The MHC is HLA-B54:01 with pseudo-sequence HLA-B54:01. The binding affinity (normalized) is 0.188. (3) The peptide sequence is KDYVVVHGYF. The MHC is HLA-B40:02 with pseudo-sequence HLA-B40:02. The binding affinity (normalized) is 0.205. (4) The peptide sequence is APRARTAAF. The MHC is HLA-B51:01 with pseudo-sequence HLA-B51:01. The binding affinity (normalized) is 0.0847. (5) The peptide sequence is QMYRKFSRCT. The MHC is HLA-A68:02 with pseudo-sequence HLA-A68:02. The binding affinity (normalized) is 0.00335. (6) The peptide sequence is FRKKRLTIM. The MHC is HLA-B08:02 with pseudo-sequence HLA-B08:02. The binding affinity (normalized) is 0.224. (7) The binding affinity (normalized) is 0.0735. The peptide sequence is QDSKYSHGM. The MHC is H-2-Kb with pseudo-sequence H-2-Kb.